Task: Predict the reaction yield, written as a fraction of the theoretical maximum amount of product (1.0 means a 100% yield; for example, 0.34 means a 34% yield).. Dataset: Reaction yield outcomes from USPTO patents with 853,638 reactions (1) The reactants are ClC(OCC(Cl)(Cl)Cl)=O.C(N(CC)CC)C.ClC(Cl)(Cl)C[O:20][C:21](=O)[NH:22][C:23]1[C:24]([CH3:42])=[CH:25][C:26]2[O:30][CH2:29][CH:28]([C:31]3[CH:36]=[CH:35][C:34]([CH:37]([CH3:39])[CH3:38])=[CH:33][CH:32]=3)[C:27]=2[C:40]=1[CH3:41].[C:46]([NH2:50])([CH3:49])([CH3:48])[CH3:47]. The catalyst is CS(C)=O.O. The product is [C:46]([NH:50][C:21]([NH:22][C:23]1[C:24]([CH3:42])=[CH:25][C:26]2[O:30][CH2:29][C@H:28]([C:31]3[CH:32]=[CH:33][C:34]([CH:37]([CH3:39])[CH3:38])=[CH:35][CH:36]=3)[C:27]=2[C:40]=1[CH3:41])=[O:20])([CH3:49])([CH3:48])[CH3:47]. The yield is 0.880. (2) The product is [CH3:34][O:35][C:36]([C:38]1[CH:43]=[CH:42][CH:41]=[C:40]([CH2:44][NH:33][CH:10]2[CH:11]([C:14]3[CH:15]=[CH:16][C:17]([O:20][CH2:21][CH2:22][CH2:23][O:24][CH2:25][C:26]4[CH:31]=[CH:30][CH:29]=[CH:28][C:27]=4[F:32])=[CH:18][CH:19]=3)[CH2:12][CH2:13][NH:8][CH2:9]2)[N:39]=1)=[O:37]. No catalyst specified. The yield is 0.139. The reactants are C(OC([N:8]1[CH2:13][CH2:12][CH:11]([C:14]2[CH:19]=[CH:18][C:17]([O:20][CH2:21][CH2:22][CH2:23][O:24][CH2:25][C:26]3[CH:31]=[CH:30][CH:29]=[CH:28][C:27]=3[F:32])=[CH:16][CH:15]=2)[CH:10]([NH2:33])[CH2:9]1)=O)(C)(C)C.[CH3:34][O:35][C:36]([C:38]1[CH:43]=[CH:42][CH:41]=[C:40]([CH:44]=O)[N:39]=1)=[O:37]. (3) The reactants are [Cl:1][C:2]1[CH:7]=[CH:6][C:5]([C:8]2[C:13]([CH:14]([CH2:19][CH2:20][CH3:21])[C:15]([O:17]C)=[O:16])=[C:12]([CH3:22])[N:11]=[C:10]([C:23]3[CH:28]=[CH:27][CH:26]=[CH:25][CH:24]=3)[N:9]=2)=[C:4]([F:29])[CH:3]=1.[OH-].[Na+]. The catalyst is CO. The product is [Cl:1][C:2]1[CH:7]=[CH:6][C:5]([C:8]2[C:13]([CH:14]([CH2:19][CH2:20][CH3:21])[C:15]([OH:17])=[O:16])=[C:12]([CH3:22])[N:11]=[C:10]([C:23]3[CH:24]=[CH:25][CH:26]=[CH:27][CH:28]=3)[N:9]=2)=[C:4]([F:29])[CH:3]=1. The yield is 0.490. (4) The reactants are [Cl:1][C:2]1[CH:3]=[C:4]2[C:13](=[C:14]3[C:19]=1[CH:18]=[CH:17][CH:16]=[N:15]3)[NH:12][S:11](=[O:21])(=[O:20])[C:10]1[C:5]2=[CH:6][C:7]([C:22]([OH:24])=O)=[CH:8][CH:9]=1.[CH3:25][N:26]1[CH2:31][CH2:30][NH:29][CH2:28][CH2:27]1.CCN=C=NCCCN(C)C.Cl.C1C=CC2N(O)N=NC=2C=1. The catalyst is CN(C=O)C. The product is [Cl:1][C:2]1[CH:3]=[C:4]2[C:13](=[C:14]3[C:19]=1[CH:18]=[CH:17][CH:16]=[N:15]3)[NH:12][S:11](=[O:20])(=[O:21])[C:10]1[C:5]2=[CH:6][C:7]([C:22]([N:29]2[CH2:30][CH2:31][N:26]([CH3:25])[CH2:27][CH2:28]2)=[O:24])=[CH:8][CH:9]=1. The yield is 0.200. (5) The reactants are Cl[C:2]1[CH:7]=[CH:6][C:5]([N+:8]([O-:10])=[O:9])=[CH:4][C:3]=1[S:11]([NH2:14])(=[O:13])=[O:12].C(=O)([O-])[O-].[NH4+:19].[NH4+]. The catalyst is [OH-].[NH4+].S([O-])([O-])(=O)=O.[Cu+2]. The product is [NH2:19][C:2]1[CH:7]=[CH:6][C:5]([N+:8]([O-:10])=[O:9])=[CH:4][C:3]=1[S:11]([NH2:14])(=[O:13])=[O:12]. The yield is 0.365. (6) The catalyst is CN(C=O)C.CCOC(C)=O. The reactants are [NH2:1][C@@H:2]1[CH2:7][CH2:6][N:5]([C:8]([O:10][C:11]([CH3:14])([CH3:13])[CH3:12])=[O:9])[CH2:4][C@H:3]1[O:15][Si:16]([C:19]([CH3:22])([CH3:21])[CH3:20])([CH3:18])[CH3:17].[OH:23][CH2:24][C:25](O)=[O:26].CCN(C(C)C)C(C)C.CN(C(ON1N=NC2C=CC=NC1=2)=[N+](C)C)C.F[P-](F)(F)(F)(F)F. The yield is 0.980. The product is [CH3:20][C:19]([Si:16]([CH3:18])([CH3:17])[O:15][C@H:3]1[C@H:2]([NH:1][C:24](=[O:23])[CH2:25][OH:26])[CH2:7][CH2:6][N:5]([C:8]([O:10][C:11]([CH3:12])([CH3:13])[CH3:14])=[O:9])[CH2:4]1)([CH3:22])[CH3:21]. (7) The reactants are CC(C)=O.OS(O)(=O)=O.O=[Cr](=O)=O.[OH:14][CH:15]([CH2:21][CH3:22])[C:16]([O:18][CH2:19][CH3:20])=[O:17]. The catalyst is CC(C)=O. The product is [O:14]=[C:15]([CH2:21][CH3:22])[C:16]([O:18][CH2:19][CH3:20])=[O:17]. The yield is 0.130. (8) The catalyst is ClCCl. The reactants are [C:1](Cl)(=[O:4])[CH:2]=[CH2:3].[C:6]([O:10][C:11](=[O:24])[NH:12][C@@H:13]1[CH2:18][CH2:17][CH2:16][CH2:15][C@H:14]1[NH:19][CH2:20][CH2:21][CH:22]=[CH2:23])([CH3:9])([CH3:8])[CH3:7].C(N(CC)CC)C. The yield is 0.700. The product is [C:6]([O:10][C:11](=[O:24])[NH:12][C@@H:13]1[CH2:18][CH2:17][CH2:16][CH2:15][C@H:14]1[N:19]([C:1](=[O:4])[CH:2]=[CH2:3])[CH2:20][CH2:21][CH:22]=[CH2:23])([CH3:9])([CH3:8])[CH3:7]. (9) The reactants are Br[C:2]1[C:3]([NH:9][CH:10]2[CH2:16][CH2:15][CH2:14][CH2:13][CH2:12][CH2:11]2)=[N:4][C:5]([Cl:8])=[N:6][CH:7]=1.[CH2:17]([OH:20])[C:18]#[CH:19].[F-].C([N+](CCCC)(CCCC)CCCC)CCC. The catalyst is C1COCC1.Cl[Pd](Cl)([P](C1C=CC=CC=1)(C1C=CC=CC=1)C1C=CC=CC=1)[P](C1C=CC=CC=1)(C1C=CC=CC=1)C1C=CC=CC=1. The product is [Cl:8][C:5]1[N:4]=[C:3]([NH:9][CH:10]2[CH2:16][CH2:15][CH2:14][CH2:13][CH2:12][CH2:11]2)[C:2]([C:19]#[C:18][CH2:17][OH:20])=[CH:7][N:6]=1. The yield is 0.560.